Dataset: Forward reaction prediction with 1.9M reactions from USPTO patents (1976-2016). Task: Predict the product of the given reaction. (1) Given the reactants [Cl:1][C:2]1[CH:22]=[CH:21][C:5]([CH2:6][CH:7]2[C:16]3[C:11](=[CH:12][C:13]([O:19][CH3:20])=[C:14]([O:17][CH3:18])[CH:15]=3)[CH2:10][CH2:9][NH:8]2)=[CH:4][CH:3]=1.Br[CH2:24][C:25](Br)=[O:26].[CH2:28]([NH2:35])[C:29]1[CH:34]=[CH:33][CH:32]=[CH:31][CH:30]=1, predict the reaction product. The product is: [Cl:1][C:2]1[CH:3]=[CH:4][C:5]([CH2:6][CH:7]2[C:16]3[C:11](=[CH:12][C:13]([O:19][CH3:20])=[C:14]([O:17][CH3:18])[CH:15]=3)[CH2:10][CH2:9][N:8]2[CH2:24][C:25]([NH:35][CH2:28][C:29]2[CH:34]=[CH:33][CH:32]=[CH:31][CH:30]=2)=[O:26])=[CH:21][CH:22]=1. (2) Given the reactants [OH-].[Na+].[F:3][CH:4]([F:10])[CH2:5][O:6][CH2:7][CH2:8][OH:9].[S:11](Cl)([C:14]1[CH:20]=[CH:19][C:17]([CH3:18])=[CH:16][CH:15]=1)(=[O:13])=[O:12], predict the reaction product. The product is: [CH3:18][C:17]1[CH:19]=[CH:20][C:14]([S:11]([O:9][CH2:8][CH2:7][O:6][CH2:5][CH:4]([F:10])[F:3])(=[O:13])=[O:12])=[CH:15][CH:16]=1. (3) Given the reactants C(=O)([O-])[O-].[K+].[K+].C([O:10][CH:11]([C:28]1([C:38]2[CH:43]=[CH:42][CH:41]=[CH:40][CH:39]=2)[CH2:37][CH2:36][C:31]2([O:35][CH2:34][CH2:33][O:32]2)[CH2:30][CH2:29]1)[CH2:12][CH2:13][C:14]1[CH:19]=[C:18]([C:20]([F:23])([F:22])[F:21])[CH:17]=[C:16]([C:24]([F:27])([F:26])[F:25])[CH:15]=1)(=O)C, predict the reaction product. The product is: [C:38]1([C:28]2([CH:11]([OH:10])[CH2:12][CH2:13][C:14]3[CH:19]=[C:18]([C:20]([F:21])([F:22])[F:23])[CH:17]=[C:16]([C:24]([F:27])([F:25])[F:26])[CH:15]=3)[CH2:37][CH2:36][C:31]3([O:35][CH2:34][CH2:33][O:32]3)[CH2:30][CH2:29]2)[CH:43]=[CH:42][CH:41]=[CH:40][CH:39]=1. (4) Given the reactants CCN(CC)CC.C1(O[C:15](=[O:34])[NH:16][C:17]2[CH:22]=[C:21]([C:23]([CH3:26])([CH3:25])[CH3:24])[CH:20]=[C:19]([NH:27][S:28]([CH3:31])(=[O:30])=[O:29])[C:18]=2[O:32][CH3:33])C=CC=CC=1.[NH2:35][C:36]1[C:45]2[C:40](=[CH:41][CH:42]=[CH:43][CH:44]=2)[C:39]([O:46][C:47]2[CH:52]=[CH:51][N:50]=[C:49]([NH:53][C:54]3[CH:55]=[C:56]([CH:70]=[C:71]([O:73][CH3:74])[CH:72]=3)[C:57]([NH:59][CH2:60][CH2:61][O:62][CH2:63][CH2:64][O:65][CH2:66][CH2:67][O:68][CH3:69])=[O:58])[CH:48]=2)=[CH:38][CH:37]=1, predict the reaction product. The product is: [C:23]([C:21]1[CH:20]=[C:19]([NH:27][S:28]([CH3:31])(=[O:30])=[O:29])[C:18]([O:32][CH3:33])=[C:17]([NH:16][C:15](=[O:34])[NH:35][C:36]2[C:45]3[C:40](=[CH:41][CH:42]=[CH:43][CH:44]=3)[C:39]([O:46][C:47]3[CH:52]=[CH:51][N:50]=[C:49]([NH:53][C:54]4[CH:55]=[C:56]([CH:70]=[C:71]([O:73][CH3:74])[CH:72]=4)[C:57]([NH:59][CH2:60][CH2:61][O:62][CH2:63][CH2:64][O:65][CH2:66][CH2:67][O:68][CH3:69])=[O:58])[CH:48]=3)=[CH:38][CH:37]=2)[CH:22]=1)([CH3:25])([CH3:24])[CH3:26].